Dataset: Full USPTO retrosynthesis dataset with 1.9M reactions from patents (1976-2016). Task: Predict the reactants needed to synthesize the given product. (1) Given the product [CH3:1][N:2]([CH3:9])[C:3]1[CH:8]=[CH:7][C:6]([S:10]([OH:13])(=[O:12])=[O:11])=[CH:5][CH:4]=1, predict the reactants needed to synthesize it. The reactants are: [CH3:1][N:2]([CH3:9])[C:3]1[CH:8]=[CH:7][CH:6]=[CH:5][CH:4]=1.[S:10](O[Si](C)(C)C)([O:13][Si](C)(C)C)(=[O:12])=[O:11]. (2) Given the product [NH2:7][C@H:8]1[CH2:13][CH2:12][C@H:11]([CH2:14][NH:15][C:16]2[C:21]([N+:22]([O-:24])=[O:23])=[CH:20][N:19]=[C:18]([NH:25][CH2:26][C:27]3[CH:36]=[CH:35][CH:34]=[C:33]4[C:28]=3[CH:29]=[CH:30][CH:31]=[N:32]4)[N:17]=2)[CH2:10][CH2:9]1, predict the reactants needed to synthesize it. The reactants are: C(OC(=O)[NH:7][CH:8]1[CH2:13][CH2:12][CH:11]([CH2:14][NH:15][C:16]2[C:21]([N+:22]([O-:24])=[O:23])=[CH:20][N:19]=[C:18]([NH:25][CH2:26][C:27]3[CH:36]=[CH:35][CH:34]=[C:33]4[C:28]=3[CH:29]=[CH:30][CH:31]=[N:32]4)[N:17]=2)[CH2:10][CH2:9]1)(C)(C)C.C(O)(C(F)(F)F)=O.C([O-])([O-])=O.[Na+].[Na+]. (3) Given the product [CH3:1][O:2][CH2:3][CH2:4][C:5]1[N:19]([CH2:20][CH2:21][CH2:22][CH2:23][CH2:24][C:25]([O:27][CH2:28][CH3:29])=[O:26])[C:18]2[C:17]3[CH:16]=[CH:15][CH:14]=[CH:13][C:12]=3[N:11]=[CH:10][C:9]=2[N:8]=1, predict the reactants needed to synthesize it. The reactants are: [CH3:1][O:2][CH2:3][CH2:4][C:5](Cl)=O.[NH2:8][C:9]1[CH:10]=[N:11][C:12]2[C:17]([C:18]=1[NH:19][CH2:20][CH2:21][CH2:22][CH2:23][CH2:24][C:25]([O:27][CH2:28][CH3:29])=[O:26])=[CH:16][CH:15]=[CH:14][CH:13]=2.C(N(CC)CC)C.C(O)C. (4) Given the product [C:21](=[O:27])([O:22][CH2:23]/[C:45](/[C:42]1[CH:41]=[CH:40][C:39]([S:36]([CH3:35])(=[O:38])=[O:37])=[CH:44][CH:43]=1)=[C:48](/[C:51]1[CH:52]=[CH:53][CH:54]=[CH:55][CH:56]=1)\[CH2:49][OH:50])[O:16][C:12]1[CH:13]=[CH:14][CH:15]=[C:10]([CH2:9][O:8][Si:1]([C:4]([CH3:7])([CH3:6])[CH3:5])([CH3:3])[CH3:2])[CH:11]=1, predict the reactants needed to synthesize it. The reactants are: [Si:1]([O:8][CH2:9][C:10]1[CH:11]=[C:12]([OH:16])[CH:13]=[CH:14][CH:15]=1)([C:4]([CH3:7])([CH3:6])[CH3:5])([CH3:3])[CH3:2].ClC(Cl)(O[C:21](=[O:27])[O:22][C:23](Cl)(Cl)Cl)Cl.N1C=CC=CC=1.[CH3:35][S:36]([C:39]1[CH:44]=[CH:43][C:42](/[C:45](=[C:48](\[C:51]2[CH:56]=[CH:55][CH:54]=[CH:53][CH:52]=2)/[CH2:49][OH:50])/CO)=[CH:41][CH:40]=1)(=[O:38])=[O:37]. (5) Given the product [C:25]([C:22]1[CH:21]=[CH:20][C:19]([N:10]2[C:9]3[C:17](=[CH:18][C:6]([C:4](=[O:5])[C:3]4[C:32]([CH3:37])=[CH:33][C:34]([CH3:36])=[CH:35][C:2]=4[CH3:1])=[C:7]4[CH:31]=[CH:30][CH:29]=[CH:28][C:8]4=3)[C:16]3[C:11]2=[CH:12][CH:13]=[C:14]([C:38](=[O:43])[CH2:39][CH:40]([CH3:42])[CH3:41])[CH:15]=3)=[CH:24][CH:23]=1)(=[O:27])[CH3:26], predict the reactants needed to synthesize it. The reactants are: [CH3:1][C:2]1[CH:35]=[C:34]([CH3:36])[CH:33]=[C:32]([CH3:37])[C:3]=1[C:4]([C:6]1[CH:18]=[C:17]2[C:9]([N:10]([C:19]3[CH:24]=[CH:23][C:22]([C:25](=[O:27])[CH3:26])=[CH:21][CH:20]=3)[C:11]3[C:16]2=[CH:15][CH:14]=[CH:13][CH:12]=3)=[C:8]2[CH:28]=[CH:29][CH:30]=[CH:31][C:7]=12)=[O:5].[C:38](Cl)(=[O:43])[CH2:39][CH:40]([CH3:42])[CH3:41].[Al+3].[Cl-].[Cl-].[Cl-].